This data is from Forward reaction prediction with 1.9M reactions from USPTO patents (1976-2016). The task is: Predict the product of the given reaction. (1) Given the reactants [F:1][C:2]1[CH:20]=[C:19]([N+:21]([O-])=O)[CH:18]=[CH:17][C:3]=1[O:4][C:5]1[CH:10]=[CH:9][N:8]=[C:7]2[CH:11]=[C:12]([C:14](Cl)=[O:15])[S:13][C:6]=12.[CH2:24]([NH:28][CH2:29][CH:30]([CH3:32])[CH3:31])[CH:25]([CH3:27])[CH3:26].Cl.[C:34]1([CH2:40][C:41]([N:43]=[C:44]=[S:45])=[O:42])[CH:39]=[CH:38][CH:37]=[CH:36][CH:35]=1, predict the reaction product. The product is: [F:1][C:2]1[CH:20]=[C:19]([NH:21][C:44]([NH:43][C:41](=[O:42])[CH2:40][C:34]2[CH:35]=[CH:36][CH:37]=[CH:38][CH:39]=2)=[S:45])[CH:18]=[CH:17][C:3]=1[O:4][C:5]1[CH:10]=[CH:9][N:8]=[C:7]2[CH:11]=[C:12]([C:14]([N:28]([CH2:29][CH:30]([CH3:32])[CH3:31])[CH2:24][CH:25]([CH3:27])[CH3:26])=[O:15])[S:13][C:6]=12. (2) Given the reactants [O:1]1[C:10]2[CH:9]=[C:8]([CH2:11][N:12]([CH2:34][C:35]([O:37]CC)=[O:36])[CH:13]3[CH2:18][CH2:17][N:16]([CH2:19][CH2:20][N:21]4[C:30]5[C:25](=[N:26][CH:27]=[C:28]([O:31][CH3:32])[CH:29]=5)[CH:24]=[CH:23][C:22]4=[O:33])[CH2:15][CH2:14]3)[N:7]=[CH:6][C:5]=2[O:4][CH2:3][CH2:2]1.[OH-].[Na+].Cl, predict the reaction product. The product is: [O:1]1[C:10]2[CH:9]=[C:8]([CH2:11][N:12]([CH2:34][C:35]([OH:37])=[O:36])[CH:13]3[CH2:18][CH2:17][N:16]([CH2:19][CH2:20][N:21]4[C:30]5[C:25](=[N:26][CH:27]=[C:28]([O:31][CH3:32])[CH:29]=5)[CH:24]=[CH:23][C:22]4=[O:33])[CH2:15][CH2:14]3)[N:7]=[CH:6][C:5]=2[O:4][CH2:3][CH2:2]1. (3) Given the reactants [CH3:1][C:2]1[N:6]=[C:5]([C:7]2[C:8]3[CH2:27][CH2:26][CH2:25][CH2:24][CH2:23][C:9]=3[S:10][C:11]=2[NH:12][C:13]([C:15]2[CH2:19][CH2:18][CH2:17][C:16]=2[C:20]([OH:22])=[O:21])=[O:14])[O:4][N:3]=1.[C:28]12C(=O)OC(=O)C=1CCCC2, predict the reaction product. The product is: [CH3:1][C:2]1[N:6]=[C:5]([C:7]2[C:8]3[CH2:27][CH2:26][CH2:25][CH2:24][CH2:23][C:9]=3[S:10][C:11]=2[NH:12][C:13]([C:15]2[CH2:19][CH2:18][CH2:28][CH2:17][C:16]=2[C:20]([OH:22])=[O:21])=[O:14])[O:4][N:3]=1. (4) Given the reactants [CH:1]1([N:7]([CH:19]2[CH2:24][CH2:23][CH2:22][CH2:21][CH2:20]2)[C:8]([NH:10][C:11]2[S:12][C:13]([S:16]C#N)=[CH:14][N:15]=2)=[O:9])[CH2:6][CH2:5][CH2:4][CH2:3][CH2:2]1.SC[C@@H]([C@@H](CS)O)O.Cl[CH2:34][C:35]1[NH:36][CH2:37][CH2:38][N:39]=1, predict the reaction product. The product is: [CH:19]1([N:7]([CH:1]2[CH2:2][CH2:3][CH2:4][CH2:5][CH2:6]2)[C:8]([NH:10][C:11]2[S:12][C:13]([S:16][CH2:34][C:35]3[NH:39][CH2:38][CH2:37][N:36]=3)=[CH:14][N:15]=2)=[O:9])[CH2:24][CH2:23][CH2:22][CH2:21][CH2:20]1. (5) Given the reactants [CH3:1][C:2]1[CH:7]=[C:6]([N+:8]([O-:10])=[O:9])[C:5]([CH3:11])=[CH:4][C:3]=1B1OC(C)(C)C(C)(C)O1.[CH3:21][O:22][C:23]1[CH:36]=[CH:35][C:26]([CH2:27][N:28]2[CH2:33][CH2:32][CH:31]=[CH:30][C:29]2=[O:34])=[CH:25][CH:24]=1.[OH-].[K+], predict the reaction product. The product is: [CH3:1][C:2]1[CH:7]=[C:6]([N+:8]([O-:10])=[O:9])[C:5]([CH3:11])=[CH:4][C:3]=1[CH:31]1[CH2:32][CH2:33][N:28]([CH2:27][C:26]2[CH:25]=[CH:24][C:23]([O:22][CH3:21])=[CH:36][CH:35]=2)[C:29](=[O:34])[CH2:30]1. (6) Given the reactants [CH:1]1([NH:5][C:6]([C@@H:8]2[CH2:12][CH2:11][CH2:10][N:9]2[C:13](=[O:30])[CH2:14][O:15][C:16]2[N:20]([C:21]3[CH:26]=[CH:25][CH:24]=[CH:23][CH:22]=3)[N:19]=[C:18]([C:27](O)=[O:28])[CH:17]=2)=[O:7])[CH2:4][CH2:3][CH2:2]1.CN(C(ON1N=NC2C=CC=NC1=2)=[N+](C)C)C.F[P-](F)(F)(F)(F)F.CCN(C(C)C)C(C)C.[CH2:64]([O:68][C:69](=[O:81])[NH:70][CH:71]1[CH2:76][CH2:75][N:74]([C:77](=[O:80])[CH2:78][NH2:79])[CH2:73][CH2:72]1)[CH2:65][CH2:66][CH3:67], predict the reaction product. The product is: [CH2:64]([O:68][C:69](=[O:81])[NH:70][CH:71]1[CH2:72][CH2:73][N:74]([C:77](=[O:80])[CH2:78][NH:79][C:27]([C:18]2[CH:17]=[C:16]([O:15][CH2:14][C:13]([N:9]3[CH2:10][CH2:11][CH2:12][C@H:8]3[C:6](=[O:7])[NH:5][CH:1]3[CH2:4][CH2:3][CH2:2]3)=[O:30])[N:20]([C:21]3[CH:26]=[CH:25][CH:24]=[CH:23][CH:22]=3)[N:19]=2)=[O:28])[CH2:75][CH2:76]1)[CH2:65][CH2:66][CH3:67]. (7) Given the reactants [NH:1]1[CH2:6][CH2:5][CH:4]([NH:7][C:8]2[O:9][C:10]3[CH:16]=[CH:15][CH:14]=[C:13]([O:17][CH2:18][C:19]4[CH:24]=[CH:23][N:22]=[CH:21][CH:20]=4)[C:11]=3[N:12]=2)[CH2:3][CH2:2]1.[CH2:25]([O:27][C:28]1[CH:29]=[C:30]([CH:33]=[C:34]([O:41][CH2:42][CH3:43])[C:35]=1[N:36]1[CH:40]=[CH:39][CH:38]=[CH:37]1)[CH:31]=O)[CH3:26].C([BH3-])#N.[Na+].C(N(C(C)C)C(C)C)C, predict the reaction product. The product is: [CH2:25]([O:27][C:28]1[CH:29]=[C:30]([CH:33]=[C:34]([O:41][CH2:42][CH3:43])[C:35]=1[N:36]1[CH:40]=[CH:39][CH:38]=[CH:37]1)[CH2:31][N:1]1[CH2:2][CH2:3][CH:4]([NH:7][C:8]2[O:9][C:10]3[CH:16]=[CH:15][CH:14]=[C:13]([O:17][CH2:18][C:19]4[CH:20]=[CH:21][N:22]=[CH:23][CH:24]=4)[C:11]=3[N:12]=2)[CH2:5][CH2:6]1)[CH3:26]. (8) The product is: [CH:3]1([N:9]2[C:17]3[C:16](=[O:18])[NH:15][C:14]([C:19]4[CH:24]=[CH:23][C:22](/[CH:25]=[CH:26]/[C:27]([OH:29])=[O:28])=[CH:21][C:20]=4[O:31][CH3:32])=[N:13][C:12]=3[C:11]([CH3:33])=[N:10]2)[CH2:4][CH2:5][CH2:6][CH2:7][CH2:8]1. Given the reactants CO.[CH:3]1([N:9]2[C:17]3[C:16](=[O:18])[NH:15][C:14]([C:19]4[CH:24]=[CH:23][C:22](/[CH:25]=[CH:26]/[C:27]([O:29]C)=[O:28])=[CH:21][C:20]=4[O:31][CH3:32])=[N:13][C:12]=3[C:11]([CH3:33])=[N:10]2)[CH2:8][CH2:7][CH2:6][CH2:5][CH2:4]1.[OH-].[Na+], predict the reaction product. (9) The product is: [C:1]([O:5][C:6]([N:8]1[CH2:13][CH2:12][CH:11]([C:14]2[CH:19]=[CH:18][C:17]([C:20]([OH:22])=[O:21])=[CH:16][CH:15]=2)[CH2:10][CH2:9]1)=[O:7])([CH3:4])([CH3:2])[CH3:3]. Given the reactants [C:1]([O:5][C:6]([N:8]1[CH2:13][CH2:12][CH:11]([C:14]2[CH:19]=[CH:18][C:17]([C:20]([O:22]C)=[O:21])=[CH:16][CH:15]=2)[CH2:10][CH2:9]1)=[O:7])([CH3:4])([CH3:3])[CH3:2].[OH-].[Na+].Cl, predict the reaction product.